This data is from Forward reaction prediction with 1.9M reactions from USPTO patents (1976-2016). The task is: Predict the product of the given reaction. (1) Given the reactants O[CH2:2][C@H:3]1[N:7]([C:8]([C:10]2[CH:15]=[C:14]([CH3:16])[CH:13]=[CH:12][C:11]=2[N:17]2[N:21]=[CH:20][CH:19]=[N:18]2)=[O:9])[CH2:6][C@H:5]([CH3:22])[O:4]1.CS(Cl)(=O)=O.[F:28][C:29]1[CH:30]=[CH:31][C:32]([C:35]2[CH:36]=[N:37][NH:38][CH:39]=2)=[N:33][CH:34]=1.C([O-])([O-])=O.[Cs+].[Cs+], predict the reaction product. The product is: [F:28][C:29]1[CH:30]=[CH:31][C:32]([C:35]2[CH:39]=[N:38][N:37]([CH2:2][C@H:3]3[N:7]([C:8]([C:10]4[CH:15]=[C:14]([CH3:16])[CH:13]=[CH:12][C:11]=4[N:17]4[N:18]=[CH:19][CH:20]=[N:21]4)=[O:9])[CH2:6][C@H:5]([CH3:22])[O:4]3)[CH:36]=2)=[N:33][CH:34]=1. (2) Given the reactants [NH2:1][C:2]1[CH:7]=[C:6]([CH3:8])[CH:5]=[C:4]([CH3:9])[N:3]=1.N1C=CC=CC=1.Cl[C:17](OC1C=CC=CC=1)=[O:18].[Cl:26][C:27]1[CH:33]=[C:32]([O:34][C:35]2[C:36]3[N:43]([CH3:44])[CH:42]=[CH:41][C:37]=3[N:38]=[CH:39][N:40]=2)[CH:31]=[CH:30][C:28]=1[NH2:29], predict the reaction product. The product is: [Cl:26][C:27]1[CH:33]=[C:32]([O:34][C:35]2[C:36]3[N:43]([CH3:44])[CH:42]=[CH:41][C:37]=3[N:38]=[CH:39][N:40]=2)[CH:31]=[CH:30][C:28]=1[NH:29][C:17]([NH:1][C:2]1[CH:7]=[C:6]([CH3:8])[CH:5]=[C:4]([CH3:9])[N:3]=1)=[O:18]. (3) The product is: [C:11]([C:13](=[C:8]([CH2:7][C:1]1[CH:6]=[CH:5][CH:4]=[CH:3][CH:2]=1)[CH3:9])[C:14]([NH2:16])=[O:15])#[N:12]. Given the reactants [C:1]1([CH2:7][C:8](=O)[CH3:9])[CH:6]=[CH:5][CH:4]=[CH:3][CH:2]=1.[C:11]([CH2:13][C:14]([NH2:16])=[O:15])#[N:12].C([O-])(=O)C.[NH4+].C(O)(=O)C, predict the reaction product. (4) The product is: [CH3:12][C:6]1[CH:7]=[CH:8][C:9]([CH3:11])=[CH:10][C:5]=1[B:13]([OH:16])[OH:14]. Given the reactants [Mg].II.Br[C:5]1[CH:10]=[C:9]([CH3:11])[CH:8]=[CH:7][C:6]=1[CH3:12].[B:13](OC)([O:16]C)[O:14]C.S(=O)(=O)(O)O, predict the reaction product. (5) The product is: [Cl:24][C:25]1[C:30]([CH3:31])=[CH:29][C:28]([S:32]([N:6]2[CH2:5][CH2:4][N:3]3[CH:7]=[CH:8][CH:9]=[C:2]3[CH:1]2[CH2:10][CH2:11][C:12]([O:14][CH2:15][CH3:16])=[O:13])(=[O:34])=[O:33])=[C:27]([CH3:36])[CH:26]=1. Given the reactants [CH:1]1([CH2:10][CH2:11][C:12]([O:14][CH2:15][CH3:16])=[O:13])[NH:6][CH2:5][CH2:4][N:3]2[CH:7]=[CH:8][CH:9]=[C:2]12.C(N(CC)CC)C.[Cl:24][C:25]1[C:30]([CH3:31])=[CH:29][C:28]([S:32](Cl)(=[O:34])=[O:33])=[C:27]([CH3:36])[CH:26]=1, predict the reaction product. (6) The product is: [C:26]([O:24][CH2:23][C:20]1[CH:21]=[CH:22][C:17]([C@H:10]([CH:7]2[CH2:9][CH2:8]2)[C@H:11]([CH3:16])[C:12]([O:14][CH3:15])=[O:13])=[CH:18][C:19]=1[OH:25])(=[O:28])[CH3:27]. Given the reactants N1C=CC=CC=1.[CH:7]1([C@@H:10]([C:17]2[CH:22]=[CH:21][C:20]([CH2:23][OH:24])=[C:19]([OH:25])[CH:18]=2)[C@H:11]([CH3:16])[C:12]([O:14][CH3:15])=[O:13])[CH2:9][CH2:8]1.[C:26](Cl)(=[O:28])[CH3:27], predict the reaction product. (7) Given the reactants N[C:2]1[CH:10]=[CH:9][C:8]([Br:11])=[CH:7][C:3]=1[C:4]([NH2:6])=[O:5].[N:12]1C=CC=CC=1.[F:18][C:19]1[CH:27]=[CH:26][CH:25]=[CH:24][C:20]=1[C:21](Cl)=[O:22].Cl, predict the reaction product. The product is: [F:18][C:19]1[CH:27]=[CH:26][CH:25]=[CH:24][C:20]=1[C:21]([C:2]1[C:10]([NH2:12])=[CH:9][C:8]([Br:11])=[CH:7][C:3]=1[C:4]([NH2:6])=[O:5])=[O:22].